This data is from Forward reaction prediction with 1.9M reactions from USPTO patents (1976-2016). The task is: Predict the product of the given reaction. (1) Given the reactants [C:1]1([NH:7][C:8]([NH2:10])=[S:9])[CH:6]=[CH:5][CH:4]=[CH:3][CH:2]=1.[CH2:11]([O:13][C:14](=[O:20])[CH:15](Cl)[C:16](=O)[CH3:17])[CH3:12], predict the reaction product. The product is: [CH2:11]([O:13][C:14]([C:15]1[S:9][C:8]([NH:7][C:1]2[CH:6]=[CH:5][CH:4]=[CH:3][CH:2]=2)=[N:10][C:16]=1[CH3:17])=[O:20])[CH3:12]. (2) Given the reactants [NH2:1][C:2]1[S:3][C:4]([C:14]([NH2:16])=[O:15])=[C:5]([C:7]2[CH:12]=[CH:11][CH:10]=[CH:9][C:8]=2[Cl:13])[N:6]=1.[CH3:17][O:18][CH:19]([O:30][CH3:31])[C:20]1[CH:25]=[CH:24][C:23]([N+:26]([O-:28])=[O:27])=[C:22](F)[CH:21]=1.C(=O)([O-])[O-].[Cs+].[Cs+].CN(C)C=O, predict the reaction product. The product is: [Cl:13][C:8]1[CH:9]=[CH:10][CH:11]=[CH:12][C:7]=1[C:5]1[N:6]=[C:2]([NH:1][C:22]2[CH:21]=[C:20]([CH:19]([O:30][CH3:31])[O:18][CH3:17])[CH:25]=[CH:24][C:23]=2[N+:26]([O-:28])=[O:27])[S:3][C:4]=1[C:14]([NH2:16])=[O:15]. (3) Given the reactants I/[CH:2]=[CH:3]/[O:4][C:5]1[CH:10]=[CH:9][C:8]([C:11]2[CH:16]=[CH:15][CH:14]=[CH:13][CH:12]=2)=[CH:7][CH:6]=1.[NH:17]1[C:25]2[C:20](=[CH:21][CH:22]=[CH:23][CH:24]=2)[CH:19]=[CH:18]1.C([O-])([O-])=O.[Cs+].[Cs+], predict the reaction product. The product is: [C:8]1([C:11]2[CH:16]=[CH:15][CH:14]=[CH:13][CH:12]=2)[CH:9]=[CH:10][C:5]([O:4]/[CH:3]=[CH:2]/[N:17]2[C:25]3[C:20](=[CH:21][CH:22]=[CH:23][CH:24]=3)[CH:19]=[CH:18]2)=[CH:6][CH:7]=1. (4) Given the reactants [Br:1][C:2]1[S:6][C:5]([C:7]([NH2:9])=[O:8])=[C:4]([C:10]2[CH:15]=[CH:14][C:13]([Cl:16])=[CH:12][C:11]=2[Cl:17])[C:3]=1[C:18]#[N:19].[I-].F[P-](F)(F)(F)(F)F.[CH2:28]([O+](CC)CC)[CH3:29].C(=O)([O-])[O-].[Na+].[Na+], predict the reaction product. The product is: [Br:1][C:2]1[S:6][C:5]([C:7](=[NH:9])[O:8][CH2:28][CH3:29])=[C:4]([C:10]2[CH:15]=[CH:14][C:13]([Cl:16])=[CH:12][C:11]=2[Cl:17])[C:3]=1[C:18]#[N:19]. (5) Given the reactants O[C:2]1[C:11]2[C:6](=[CH:7][C:8]([O:12][CH3:13])=[CH:9][CH:10]=2)[N:5]=[CH:4][C:3]=1[C:14]([O:16][CH2:17][CH3:18])=[O:15].C1C=CC(C2C=CC=CC=2)=CC=1.C1C=CC(OC2C=CC=CC=2)=CC=1.COC1C=C(NC=C(C(OCC)=O)C(OCC)=O)C=CC=1.COC1C=C2C(C=C(C(OCC)=O)C=N2)=CC=1.C(Cl)(=O)C([Cl:85])=O.S(Cl)(Cl)=O.P(Cl)(Cl)(Cl)=O, predict the reaction product. The product is: [Cl:85][C:2]1[C:11]2[C:6](=[CH:7][C:8]([O:12][CH3:13])=[CH:9][CH:10]=2)[N:5]=[CH:4][C:3]=1[C:14]([O:16][CH2:17][CH3:18])=[O:15]. (6) The product is: [C:19]([C:23]1[CH:24]=[C:25]([CH:27]=[C:28]([C:30]([CH3:33])([CH3:32])[CH3:31])[CH:29]=1)[O:1][N:2]1[C:7]([CH3:9])([CH3:8])[CH2:6][CH2:5][CH2:4][C:3]1([CH3:11])[CH3:10])([CH3:22])([CH3:21])[CH3:20]. Given the reactants [OH:1][N:2]1[C:7]([CH3:9])([CH3:8])[CH2:6][CH2:5][CH2:4][C:3]1([CH3:11])[CH3:10].N(OC(C)(C)C)=O.[C:19]([C:23]1[CH:24]=[C:25]([CH:27]=[C:28]([C:30]([CH3:33])([CH3:32])[CH3:31])[CH:29]=1)N)([CH3:22])([CH3:21])[CH3:20], predict the reaction product. (7) Given the reactants [Br:1][C:2]1[CH:7]=[CH:6][C:5]([C:8](=[O:20])[CH2:9][C:10]([CH2:17][CH2:18][CH3:19])([C:14]([O-:16])=[O:15])C([O-])=O)=[CH:4][CH:3]=1.[CH3:21][C:22](C)=O.[OH-].[Na+], predict the reaction product. The product is: [Br:1][C:2]1[CH:3]=[CH:4][C:5]([C:8](=[O:20])[CH2:9][CH:10]([CH2:17][CH2:18][CH3:19])[C:14]([O:16][CH2:21][CH3:22])=[O:15])=[CH:6][CH:7]=1.